Dataset: Reaction yield outcomes from USPTO patents with 853,638 reactions. Task: Predict the reaction yield, written as a fraction of the theoretical maximum amount of product (1.0 means a 100% yield; for example, 0.34 means a 34% yield). (1) The yield is 0.790. The catalyst is ClCCl.O. The reactants are C[O:2][C:3]1[CH:4]=[CH:5][C:6]2[C:10]([C:11]([C:13]3[CH:45]=[CH:44][C:16]([O:17][CH2:18][CH2:19][CH2:20][CH2:21][CH2:22][C:23]([CH2:34][CH2:35][CH2:36][C:37]([F:43])([F:42])[C:38]([F:41])([F:40])[F:39])([C:29]([O:31][CH2:32][CH3:33])=[O:30])[C:24]([O:26][CH2:27][CH3:28])=[O:25])=[CH:15][CH:14]=3)=[O:12])=[C:9]([C:46]3[CH:51]=[CH:50][C:49]([O:52]C)=[CH:48][CH:47]=3)[S:8][C:7]=2[CH:54]=1.[Cl-].[Al+3].[Cl-].[Cl-].C(S)C.O1CCCC1. The product is [OH:2][C:3]1[CH:4]=[CH:5][C:6]2[C:10]([C:11]([C:13]3[CH:45]=[CH:44][C:16]([O:17][CH2:18][CH2:19][CH2:20][CH2:21][CH2:22][C:23]([CH2:34][CH2:35][CH2:36][C:37]([F:43])([F:42])[C:38]([F:39])([F:40])[F:41])([C:24]([O:26][CH2:27][CH3:28])=[O:25])[C:29]([O:31][CH2:32][CH3:33])=[O:30])=[CH:15][CH:14]=3)=[O:12])=[C:9]([C:46]3[CH:51]=[CH:50][C:49]([OH:52])=[CH:48][CH:47]=3)[S:8][C:7]=2[CH:54]=1. (2) The reactants are [Br:1][C:2]1[CH:3]=[C:4]2[C:8](=[CH:9][C:10]=1[O:11][CH3:12])[NH:7][C:6](=[O:13])[C:5]2=O.[OH-:15].[K+].[F:17][C:18]([F:30])([F:29])[C:19]1[CH:20]=[C:21]([C:25](=O)[CH2:26][CH3:27])[CH:22]=[CH:23][CH:24]=1. The catalyst is CCO.O. The product is [Br:1][C:2]1[CH:3]=[C:4]2[C:8](=[CH:9][C:10]=1[O:11][CH3:12])[N:7]=[C:25]([C:21]1[CH:22]=[CH:23][CH:24]=[C:19]([C:18]([F:17])([F:29])[F:30])[CH:20]=1)[C:26]([CH3:27])=[C:5]2[C:6]([OH:13])=[O:15]. The yield is 0.440. (3) The reactants are C([O:3][C:4]([C:6]1[S:7][C:8]([C:11]2[CH:16]=[CH:15][C:14]([C:17](=[O:21])[N:18]([CH3:20])[CH3:19])=[CH:13][CH:12]=2)=[CH:9][CH:10]=1)=[O:5])C.[OH-].[Li+:23]. The catalyst is O1CCCC1.CO.O. The product is [CH3:19][N:18]([CH3:20])[C:17]([C:14]1[CH:15]=[CH:16][C:11]([C:8]2[S:7][C:6]([C:4]([O-:5])=[O:3])=[CH:10][CH:9]=2)=[CH:12][CH:13]=1)=[O:21].[Li+:23]. The yield is 1.00. (4) The yield is 0.700. The reactants are [F:1][C:2]1[CH:3]=[C:4]([CH:40]=[CH:41][CH:42]=1)[CH2:5][N:6]1[C:14]2[C:9](=[CH:10][C:11]([NH:15][C:16]3[C:21]4=[C:22]([CH2:25][N:26]5[CH2:31][CH2:30][CH:29]([NH:32][C:33]([CH2:35][O:36]C(=O)C)=[O:34])[CH2:28][CH2:27]5)[CH:23]=[CH:24][N:20]4[N:19]=[CH:18][N:17]=3)=[CH:12][CH:13]=2)[CH:8]=[N:7]1.[OH-].[Na+]. The product is [F:1][C:2]1[CH:3]=[C:4]([CH:40]=[CH:41][CH:42]=1)[CH2:5][N:6]1[C:14]2[C:9](=[CH:10][C:11]([NH:15][C:16]3[C:21]4=[C:22]([CH2:25][N:26]5[CH2:27][CH2:28][CH:29]([NH:32][C:33](=[O:34])[CH2:35][OH:36])[CH2:30][CH2:31]5)[CH:23]=[CH:24][N:20]4[N:19]=[CH:18][N:17]=3)=[CH:12][CH:13]=2)[CH:8]=[N:7]1. The catalyst is C1COCC1.C(Cl)Cl.